Dataset: Reaction yield outcomes from USPTO patents with 853,638 reactions. Task: Predict the reaction yield, written as a fraction of the theoretical maximum amount of product (1.0 means a 100% yield; for example, 0.34 means a 34% yield). (1) The reactants are [OH:1][CH:2]([CH:4]1[C:13]2([CH2:18][CH2:17][N:16]([C:19]([O:21][C:22]([CH3:25])([CH3:24])[CH3:23])=[O:20])[CH2:15][CH2:14]2)[O:12][C:11]2[C:6](=[CH:7][CH:8]=[CH:9][CH:10]=2)[C:5]1=[O:26])[CH3:3].CC(OI1(OC(C)=O)(OC(C)=O)OC(=O)C2C=CC=CC1=2)=O. The catalyst is ClCCl. The product is [C:2]([CH:4]1[C:13]2([CH2:14][CH2:15][N:16]([C:19]([O:21][C:22]([CH3:25])([CH3:24])[CH3:23])=[O:20])[CH2:17][CH2:18]2)[O:12][C:11]2[C:6](=[CH:7][CH:8]=[CH:9][CH:10]=2)[C:5]1=[O:26])(=[O:1])[CH3:3]. The yield is 0.730. (2) The reactants are [CH3:1][O:2][C:3]1[CH:4]=[C:5]2[C:10](=[CH:11][CH:12]=1)[C:9](=[O:13])[NH:8][CH:7]=[CH:6]2.C1C(=O)N([Br:21])C(=O)C1. The catalyst is C(#N)C. The product is [Br:21][C:6]1[C:5]2[C:10](=[CH:11][CH:12]=[C:3]([O:2][CH3:1])[CH:4]=2)[C:9](=[O:13])[NH:8][CH:7]=1. The yield is 0.552. (3) The yield is 0.630. The catalyst is O.O.O.O.O.O.O.S([O-])([O-])(=O)=O.[Mg+2]. The reactants are [F:1][C:2]1([F:14])[C:11]2[C:6](=[CH:7][CH:8]=[C:9]([F:12])[CH:10]=2)[C:5](=O)[CH2:4][CH2:3]1.[CH3:15][C:16]([CH3:18])=O.FC1(F)C2C(=CC=C(F)C=2)CCC1.[Mn]([O-])(=O)(=O)=[O:33].[K+]. The product is [F:1][C:2]1([F:14])[C:11]2[C:6](=[CH:7][CH:8]=[C:9]([F:12])[CH:10]=2)[C@H:5]([CH:16]([CH3:18])[CH3:15])[C:4](=[O:33])[CH2:3]1.